Task: Regression. Given a target protein amino acid sequence and a drug SMILES string, predict the binding affinity score between them. We predict pKd (pKd = -log10(Kd in M); higher means stronger binding). Dataset: davis.. Dataset: Kinase inhibitor binding affinity data with 442 proteins and 68 drugs (Kd values) (1) The drug is N#CCC(C1CCCC1)n1cc(-c2ncnc3[nH]ccc23)cn1.O=P(O)(O)O. The target protein is PFCDPK1(Pfalciparum). The pKd is 5.0. (2) The small molecule is CCOc1cc2ncc(C#N)c(Nc3ccc(OCc4ccccn4)c(Cl)c3)c2cc1NC(=O)C=CCN(C)C. The target protein (NEK5) has sequence MDKYDVIKAIGQGAFGKAYLAKGKSDSKHCVIKEINFEKMPIQEKEASKKEVILLEKMKHPNIVAFFNSFQENGRLFIVMEYCDGGDLMKRINRQRGVLFSEDQILGWFVQISLGLKHIHDRKILHRDIKAQNIFLSKNGMVAKLGDFGIARVLNNSMELARTCIGTPYYLSPEICQNKPYNNKTDIWSLGCVLYELCTLKHPFEGNNLQQLVLKICQAHFAPISPGFSRELHSLISQLFQVSPRDRPSINSILKRPFLENLIPKYLTPEVIQEEFSHMLICRAGAPASRHAGKVVQKCKIQKVRFQGKCPPRSRISVPIKRNAILHRNEWRPPAGAQKARSIKMIERPKIAAVCGHYDYYYAQLDMLRRRAHKPSYHPIPQENTGVEDYGQETRHGPSPSQWPAEYLQRKFEAQQYKLKVEKQLGLRPSSAEPNYNQRQELRSNGEEPRFQELPFRKNEMKEQEYWKQLEEIRQQYHNDMKEIRKKMGREPEENSKISH.... The pKd is 5.0. (3) The compound is O=C(NC1CCNCC1)c1[nH]ncc1NC(=O)c1c(Cl)cccc1Cl. The target protein (EPHA6) has sequence MQFPSPPAARSSPAPQAASSSEAAAPATGQPGPSCPVPGTSRRGRPGTPPAGRVEEEEEEEEEDVDKDPHPTQNTCLRCRHFSLRERKREPRRTMGGCEVREFLLQFGFFLPLLTAWPGDCSHVSNNQVVLLDTTTVLGELGWKTYPLNGWDAITEMDEYNRPIHTYQVCNVMEPNQNNWLRTNWISRDAAQKIYVEMKFTLRDCNSIPWVLGTCKETFNLFYMESDESHGIKFKPNQYTKIDTIAADESFTQMDLGDRILKLNTEIREVGPIERKGFYLAFQDIGACIALVSVRVFYKKCPFTVRNLAMFPDTIPRVDSSSLVEVRGSCVKSAEERDTPKLYCGADGDWLVPLGRCICSTGYEEIEGSCHACRPGFYKAFAGNTKCSKCPPHSLTYMEATSVCQCEKGYFRAEKDPPSMACTRPPSAPRNVVFNINETALILEWSPPSDTGGRKDLTYSVICKKCGLDTSQCEDCGGGLRFIPRHTGLINNSVIVLDFV.... The pKd is 5.0.